Dataset: Catalyst prediction with 721,799 reactions and 888 catalyst types from USPTO. Task: Predict which catalyst facilitates the given reaction. (1) Reactant: [N:1]([C@H:4]1[C@@H:9]([NH:10][C:11]([O:13][C:14]([CH3:17])([CH3:16])[CH3:15])=[O:12])[CH2:8][CH2:7][C@@H:6]([C:18]([O:20][CH3:21])=[O:19])[CH2:5]1)=[N+]=[N-].[H][H]. Product: [C:14]([O:13][C:11]([NH:10][C@@H:9]1[CH2:8][CH2:7][C@H:6]([C:18]([O:20][CH3:21])=[O:19])[CH2:5][C@@H:4]1[NH2:1])=[O:12])([CH3:17])([CH3:16])[CH3:15]. The catalyst class is: 78. (2) Reactant: F[C:2]1[CH:9]=[CH:8][C:5]([CH:6]=[O:7])=[CH:4][C:3]=1[N+:10]([O-:12])=[O:11].CCN(C(C)C)C(C)C.[NH2:22][CH2:23][CH:24]1[CH2:28][CH2:27][CH2:26][N:25]1[C:29]([O:31][C:32]([CH3:35])([CH3:34])[CH3:33])=[O:30]. Product: [CH:6]([C:5]1[CH:8]=[CH:9][C:2]([NH:22][CH2:23][CH:24]2[CH2:28][CH2:27][CH2:26][N:25]2[C:29]([O:31][C:32]([CH3:35])([CH3:34])[CH3:33])=[O:30])=[C:3]([N+:10]([O-:12])=[O:11])[CH:4]=1)=[O:7]. The catalyst class is: 10. (3) Reactant: Cl.[N:2]1[CH:7]=[CH:6][CH:5]=[CH:4][C:3]=1[CH2:8][C:9]([OH:11])=O.CN(C(ON1N=NC2C=CC=NC1=2)=[N+](C)C)C.F[P-](F)(F)(F)(F)F.CCN(C(C)C)C(C)C.[NH2:45][C:46]1[N:47]=[N:48][N:49]([CH2:51][CH2:52][CH2:53][CH2:54][N:55]2[CH:59]=[C:58]([C:60]([NH:62][CH2:63][C:64]3[CH:69]=[CH:68][CH:67]=[CH:66][N:65]=3)=[O:61])[N:57]=[N:56]2)[CH:50]=1. Product: [N:2]1[CH:7]=[CH:6][CH:5]=[CH:4][C:3]=1[CH2:8][C:9]([NH:45][C:46]1[N:47]=[N:48][N:49]([CH2:51][CH2:52][CH2:53][CH2:54][N:55]2[CH:59]=[C:58]([C:60]([NH:62][CH2:63][C:64]3[CH:69]=[CH:68][CH:67]=[CH:66][N:65]=3)=[O:61])[N:57]=[N:56]2)[CH:50]=1)=[O:11]. The catalyst class is: 3. (4) The catalyst class is: 23. Reactant: [OH:1][C:2]1[CH:9]=[C:8]([OH:10])[CH:7]=[CH:6][C:3]=1[CH:4]=[O:5].C([O-])(O)=O.[Na+].[CH2:16](Br)[C:17]1[CH:22]=[CH:21][CH:20]=[CH:19][CH:18]=1. Product: [CH2:16]([O:10][C:8]1[CH:7]=[CH:6][C:3]([CH:4]=[O:5])=[C:2]([OH:1])[CH:9]=1)[C:17]1[CH:22]=[CH:21][CH:20]=[CH:19][CH:18]=1. (5) Reactant: [CH3:1][S:2]([N:5]([CH2:13][C:14]1[O:15][C:16]2[CH:22]=[C:21]([C:23]3[C:31]4[C:26](=[CH:27][CH:28]=[CH:29][CH:30]=4)[N:25](S(C4C=CC=CC=4)(=O)=O)[CH:24]=3)[CH:20]=[CH:19][C:17]=2[N:18]=1)C(=O)OC(C)(C)C)(=[O:4])=[O:3].[OH-].[Na+].Cl. Product: [NH:25]1[C:26]2[C:31](=[CH:30][CH:29]=[CH:28][CH:27]=2)[C:23]([C:21]2[CH:20]=[CH:19][C:17]3[N:18]=[C:14]([CH2:13][NH:5][S:2]([CH3:1])(=[O:4])=[O:3])[O:15][C:16]=3[CH:22]=2)=[CH:24]1. The catalyst class is: 24. (6) Reactant: [CH2:1]([N:3]1[C:12](=[O:13])[C:11]2[C:6](=[CH:7][CH:8]=[C:9]([N+:14]([O-:16])=[O:15])[CH:10]=2)[NH:5][C:4]1=[O:17])[CH3:2].[H-].[Na+].Br[CH2:21][CH2:22][CH2:23][O:24][CH3:25]. Product: [CH2:1]([N:3]1[C:12](=[O:13])[C:11]2[C:6](=[CH:7][CH:8]=[C:9]([N+:14]([O-:16])=[O:15])[CH:10]=2)[N:5]([CH2:21][CH2:22][CH2:23][O:24][CH3:25])[C:4]1=[O:17])[CH3:2]. The catalyst class is: 3. (7) Reactant: [N:1]1[CH:6]=[C:5]([CH:7]=O)[CH:4]=[N:3][CH:2]=1.[Si]([C:13]#[N:14])(C)(C)C.[NH:15]1[CH2:20][CH2:19][O:18][CH2:17][CH2:16]1.CC([O-])=O.[Na+].C([O-])([O-])=O.[Na+].[Na+]. Product: [O:18]1[CH2:19][CH2:20][N:15]([CH:7]([C:5]2[CH:4]=[N:3][CH:2]=[N:1][CH:6]=2)[C:13]#[N:14])[CH2:16][CH2:17]1. The catalyst class is: 52. (8) Reactant: [O:1]=[C:2]1[CH2:11][C:10]2(CC=O)[CH2:12][N:13](C(OC(C)(C)C)=O)[C:8]3[C:9]2=[C:4]([CH:5]=[CH:6][CH:7]=3)[NH:3]1.NC1C=CC=CC=1.CCN(S(F)(F)F)CC.[C:40](O)([C:42]([F:45])(F)[F:43])=O. Product: [F:43][CH:42]([F:45])[CH2:40][C:10]12[CH2:12][NH:13][C:8]3[C:9]1=[C:4]([CH:5]=[CH:6][CH:7]=3)[NH:3][C:2](=[O:1])[CH2:11]2. The catalyst class is: 2. (9) Reactant: [N:1]([CH:4]1[CH2:12][C:11]2[C:6](=[CH:7][CH:8]=[CH:9][C:10]=2[F:13])[C:5]1=[O:14])=[N+:2]=[N-:3].[BH4-].[Na+]. Product: [N:1]([CH:4]1[CH2:12][C:11]2[C:6](=[CH:7][CH:8]=[CH:9][C:10]=2[F:13])[CH:5]1[OH:14])=[N+:2]=[N-:3]. The catalyst class is: 5. (10) Reactant: [Cl:1][C:2]1[CH:8]=[C:7]([O:9][C:10]2[C:19]3[C:14](=[CH:15][C:16]([O:22][CH3:23])=[C:17]([O:20][CH3:21])[CH:18]=3)[N:13]=[CH:12][CH:11]=2)[CH:6]=[CH:5][C:3]=1[NH2:4].C(N(CC)CC)C.Cl[C:32](Cl)([O:34]C(=O)OC(Cl)(Cl)Cl)Cl.[NH2:43][C:44]1[O:48][N:47]=[C:46]([CH3:49])[CH:45]=1. Product: [Cl:1][C:2]1[CH:8]=[C:7]([O:9][C:10]2[C:19]3[C:14](=[CH:15][C:16]([O:22][CH3:23])=[C:17]([O:20][CH3:21])[CH:18]=3)[N:13]=[CH:12][CH:11]=2)[CH:6]=[CH:5][C:3]=1[NH:4][C:32]([NH:43][C:44]1[O:48][N:47]=[C:46]([CH3:49])[CH:45]=1)=[O:34]. The catalyst class is: 146.